From a dataset of Peptide-MHC class I binding affinity with 185,985 pairs from IEDB/IMGT. Regression. Given a peptide amino acid sequence and an MHC pseudo amino acid sequence, predict their binding affinity value. This is MHC class I binding data. (1) The peptide sequence is PVTPVIPRV. The MHC is HLA-A03:01 with pseudo-sequence HLA-A03:01. The binding affinity (normalized) is 0.0847. (2) The peptide sequence is GGFTFKRTK. The MHC is HLA-A68:01 with pseudo-sequence HLA-A68:01. The binding affinity (normalized) is 0.416.